This data is from Forward reaction prediction with 1.9M reactions from USPTO patents (1976-2016). The task is: Predict the product of the given reaction. (1) Given the reactants [H-].[Na+].[CH3:3][C:4]1[CH:5]=[C:6]([OH:11])[CH:7]=[C:8]([CH3:10])[CH:9]=1.[Cl:12][CH:13]([C:17]1[CH:22]=[CH:21][CH:20]=[CH:19][CH:18]=1)[C:14](Cl)=[O:15].O, predict the reaction product. The product is: [Cl:12][CH:13]([C:17]1[CH:22]=[CH:21][CH:20]=[CH:19][CH:18]=1)[C:14]([O:11][C:6]1[CH:7]=[C:8]([CH3:10])[CH:9]=[C:4]([CH3:3])[CH:5]=1)=[O:15]. (2) Given the reactants [CH2:1]([O:8][C:9]([N:11]([C:16]1[C:25]2[C:20](=[CH:21][CH:22]=[C:23]([C:26]([F:29])([F:28])[F:27])[CH:24]=2)[N:19]=[CH:18][CH:17]=1)[CH2:12][C:13]([OH:15])=O)=[O:10])[C:2]1[CH:7]=[CH:6][CH:5]=[CH:4][CH:3]=1.CCN=C=NCCCN(C)C.[NH2:41][CH:42]1[CH2:45][N:44]([C:46]([O:48][C:49]([CH3:52])([CH3:51])[CH3:50])=[O:47])[CH2:43]1.C1C=CC2N(O)N=NC=2C=1.C(=O)(O)[O-].[Na+], predict the reaction product. The product is: [CH2:1]([O:8][C:9]([N:11]([C:16]1[C:25]2[C:20](=[CH:21][CH:22]=[C:23]([C:26]([F:29])([F:28])[F:27])[CH:24]=2)[N:19]=[CH:18][CH:17]=1)[CH2:12][C:13]([NH:41][CH:42]1[CH2:43][N:44]([C:46]([O:48][C:49]([CH3:52])([CH3:51])[CH3:50])=[O:47])[CH2:45]1)=[O:15])=[O:10])[C:2]1[CH:3]=[CH:4][CH:5]=[CH:6][CH:7]=1. (3) Given the reactants Cl.[CH2:2]([NH:9][CH2:10][CH2:11][CH:12]([C:24]1[CH:29]=[CH:28][C:27]([NH:30][C:31]([O:33][CH3:34])=[O:32])=[CH:26][CH:25]=1)[C:13]1[CH:18]=[CH:17][C:16]([NH:19][C:20]([O:22][CH3:23])=[O:21])=[CH:15][CH:14]=1)[C:3]1[CH:8]=[CH:7][CH:6]=[CH:5][CH:4]=1.O.C(=O)([O-])O.[Na+], predict the reaction product. The product is: [CH2:2]([NH:9][CH2:10][CH2:11][CH:12]([C:24]1[CH:29]=[CH:28][C:27]([NH:30][C:31]([O:33][CH3:34])=[O:32])=[CH:26][CH:25]=1)[C:13]1[CH:18]=[CH:17][C:16]([NH:19][C:20]([O:22][CH3:23])=[O:21])=[CH:15][CH:14]=1)[C:3]1[CH:4]=[CH:5][CH:6]=[CH:7][CH:8]=1. (4) Given the reactants [Cl:1][C:2]1[CH:3]=[C:4]([C:12]2[S:16][N:15]=[C:14]([C:17]3[C:18]([CH2:26][CH3:27])=[C:19]([CH2:23][CH:24]=O)[CH:20]=[CH:21][CH:22]=3)[N:13]=2)[CH:5]=[CH:6][C:7]=1[O:8][CH:9]([CH3:11])[CH3:10].C([O-])(=O)C.[Na+].Cl.[NH:34]1[CH2:42][CH2:41][CH2:40][C@H:35]1[C:36]([O:38]C)=[O:37].C(O[BH-](OC(=O)C)OC(=O)C)(=O)C.[Na+].[OH-].[Na+], predict the reaction product. The product is: [Cl:1][C:2]1[CH:3]=[C:4]([C:12]2[S:16][N:15]=[C:14]([C:17]3[C:18]([CH2:26][CH3:27])=[C:19]([CH2:23][CH2:24][N:34]4[CH2:42][CH2:41][CH2:40][C@H:35]4[C:36]([OH:38])=[O:37])[CH:20]=[CH:21][CH:22]=3)[N:13]=2)[CH:5]=[CH:6][C:7]=1[O:8][CH:9]([CH3:11])[CH3:10].